This data is from Catalyst prediction with 721,799 reactions and 888 catalyst types from USPTO. The task is: Predict which catalyst facilitates the given reaction. Reactant: [H-].[Na+].[C:3]([O:11][CH2:12][CH3:13])(=[O:10])[CH2:4][C:5]([O:7][CH2:8][CH3:9])=[O:6].Cl[C:15]1[N:24]=[C:23]2[C:18]([C:19]([NH:25][C:26]3[CH:31]=[C:30]([CH3:32])[CH:29]=[CH:28][C:27]=3[S:33][C:34]3[CH:39]=[CH:38][C:37]([NH:40][C:41](=[O:43])[CH3:42])=[CH:36][CH:35]=3)=[CH:20][CH:21]=[N:22]2)=[CH:17][CH:16]=1. Product: [CH2:12]([O:11][C:3](=[O:10])[CH:4]([C:15]1[CH:16]=[CH:17][C:18]2[C:23](=[N:22][CH:21]=[CH:20][C:19]=2[NH:25][C:26]2[CH:31]=[C:30]([CH3:32])[CH:29]=[CH:28][C:27]=2[S:33][C:34]2[CH:39]=[CH:38][C:37]([NH:40][C:41](=[O:43])[CH3:42])=[CH:36][CH:35]=2)[N:24]=1)[C:5]([O:7][CH2:8][CH3:9])=[O:6])[CH3:13]. The catalyst class is: 1.